Dataset: Forward reaction prediction with 1.9M reactions from USPTO patents (1976-2016). Task: Predict the product of the given reaction. (1) Given the reactants Br[C:2]1[CH:7]=[CH:6][C:5]([C:8](=[O:10])[CH3:9])=[C:4]([Cl:11])[CH:3]=1.[CH3:12][N:13](C)C(=O)C, predict the reaction product. The product is: [C:8]([C:5]1[CH:6]=[CH:7][C:2]([C:12]#[N:13])=[CH:3][C:4]=1[Cl:11])(=[O:10])[CH3:9]. (2) Given the reactants [CH3:1][CH:2]([O:27][C:28](=[O:30])[CH3:29])[C:3](=[N:10][C:11]1[CH:16]=[CH:15][CH:14]=[C:13]([CH3:17])[C:12]=1[C:18](=[O:26])[NH:19][C:20]1[CH:25]=[CH:24][CH:23]=[CH:22][CH:21]=1)N1CCCCC1, predict the reaction product. The product is: [CH3:17][C:13]1[CH:14]=[CH:15][CH:16]=[C:11]2[C:12]=1[C:18](=[O:26])[N:19]([C:20]1[CH:21]=[CH:22][CH:23]=[CH:24][CH:25]=1)[C:3]([CH:2]([O:27][C:28](=[O:30])[CH3:29])[CH3:1])=[N:10]2. (3) Given the reactants Cl[C:2]1[N:6]([CH3:7])[C:5]2[C:8]([C:13](=[O:16])[CH2:14][CH3:15])=[CH:9][CH:10]=[C:11]([Cl:12])[C:4]=2[N:3]=1.[Cl:17][C:18]1[CH:23]=[C:22]([Cl:24])[CH:21]=[C:20]([CH3:25])[C:19]=1[OH:26].C(=O)([O-])[O-].[K+].[K+].CN(C)C=O, predict the reaction product. The product is: [Cl:12][C:11]1[C:4]2[N:3]=[C:2]([O:26][C:19]3[C:20]([CH3:25])=[CH:21][C:22]([Cl:24])=[CH:23][C:18]=3[Cl:17])[N:6]([CH3:7])[C:5]=2[C:8]([C:13](=[O:16])[CH2:14][CH3:15])=[CH:9][CH:10]=1. (4) Given the reactants [N:1]([CH2:4][C:5]1[CH:6]=[C:7]([CH:39]=[CH:40][CH:41]=1)[C:8]([NH:10][C:11]1[CH:16]=[CH:15][C:14]([N:17]2[CH2:22][CH2:21][CH2:20][CH2:19][CH2:18]2)=[CH:13][C:12]=1[C:23]([NH:25]/[N:26]=[CH:27]/[C:28]1[CH:33]=[CH:32][C:31]([Cl:34])=[C:30]([C:35]([F:38])([F:37])[F:36])[CH:29]=1)=[O:24])=[O:9])=[N+:2]=[N-:3].[NH2:42][CH:43]([CH2:48][C:49]#[CH:50])[CH2:44][C:45]([OH:47])=[O:46], predict the reaction product. The product is: [NH2:42][CH:43]([CH2:48][C:49]1[N:3]=[N:2][N:1]([CH2:4][C:5]2[CH:41]=[CH:40][CH:39]=[C:7]([C:8](=[O:9])[NH:10][C:11]3[CH:16]=[CH:15][C:14]([N:17]4[CH2:18][CH2:19][CH2:20][CH2:21][CH2:22]4)=[CH:13][C:12]=3[C:23]([NH:25]/[N:26]=[CH:27]/[C:28]3[CH:33]=[CH:32][C:31]([Cl:34])=[C:30]([C:35]([F:38])([F:36])[F:37])[CH:29]=3)=[O:24])[CH:6]=2)[CH:50]=1)[CH2:44][C:45]([OH:47])=[O:46]. (5) Given the reactants [N:1]1([C:7]([O:9][C:10]([CH3:13])([CH3:12])[CH3:11])=[O:8])[CH2:6][CH2:5][NH:4][CH2:3][CH2:2]1.[Br:14][C:15]1[CH:16]=[C:17]2[C:22](=[CH:23][CH:24]=1)[CH:21]=[C:20]([S:25](Cl)(=[O:27])=[O:26])[CH:19]=[CH:18]2.C(N(CC)CC)C, predict the reaction product. The product is: [Br:14][C:15]1[CH:16]=[C:17]2[C:22](=[CH:23][CH:24]=1)[CH:21]=[C:20]([S:25]([N:4]1[CH2:5][CH2:6][N:1]([C:7]([O:9][C:10]([CH3:13])([CH3:12])[CH3:11])=[O:8])[CH2:2][CH2:3]1)(=[O:27])=[O:26])[CH:19]=[CH:18]2. (6) Given the reactants [NH:1]1[CH2:4][CH2:3][CH:2]1[CH2:5][N:6]([CH2:13][C:14]1[CH:19]=[CH:18][CH:17]=[CH:16][CH:15]=1)[C@H:7]([C:9](OC)=[O:10])[CH3:8].C(=O)([O-])[O-].[K+].[K+], predict the reaction product. The product is: [CH2:13]([N:6]1[CH2:5][CH:2]2[N:1]([CH2:4][CH2:3]2)[C:9](=[O:10])[CH:7]1[CH3:8])[C:14]1[CH:19]=[CH:18][CH:17]=[CH:16][CH:15]=1. (7) Given the reactants [NH2:1][CH:2]([C:11]1[C:16]([F:17])=[CH:15][CH:14]=[CH:13][C:12]=1[O:18][CH2:19][CH3:20])[CH2:3][CH:4]([CH3:10])[C:5]([O:7]CC)=O.[F:21][C:22]1[CH:23]=[C:24]([CH:27]=[CH:28][C:29]=1[O:30][C:31]([F:34])([F:33])[F:32])[CH:25]=O, predict the reaction product. The product is: [CH2:19]([O:18][C:12]1[CH:13]=[CH:14][CH:15]=[C:16]([F:17])[C:11]=1[CH:2]1[N:1]([CH2:25][C:24]2[CH:27]=[CH:28][C:29]([O:30][C:31]([F:32])([F:33])[F:34])=[C:22]([F:21])[CH:23]=2)[C:5](=[O:7])[CH:4]([CH3:10])[CH2:3]1)[CH3:20]. (8) Given the reactants [Br:1][C:2]1[CH:7]=[CH:6][C:5]([OH:8])=[C:4]([F:9])[CH:3]=1.CC(C)([O-])C.[K+].I[CH2:17][CH2:18][CH2:19][F:20], predict the reaction product. The product is: [Br:1][C:2]1[CH:7]=[CH:6][C:5]([O:8][CH2:17][CH2:18][CH2:19][F:20])=[C:4]([F:9])[CH:3]=1.